Dataset: Forward reaction prediction with 1.9M reactions from USPTO patents (1976-2016). Task: Predict the product of the given reaction. Given the reactants IC.[CH2:3]([C:5]([CH2:37][CH3:38])([C:31]1[CH:36]=[CH:35][CH:34]=[CH:33][CH:32]=1)[C@@H:6]([C:9]([NH:11][C@H:12]([C:17]([N:19]([C@@H:21]([CH:28]([CH3:30])[CH3:29])/[CH:22]=[C:23](/[C:25]([OH:27])=[O:26])\[CH3:24])[CH3:20])=[O:18])[C:13]([CH3:16])([CH3:15])[CH3:14])=[O:10])[NH:7][CH3:8])[CH3:4], predict the reaction product. The product is: [CH2:37]([C:5]([CH2:3][CH3:4])([C:31]1[CH:32]=[CH:33][CH:34]=[CH:35][CH:36]=1)[C@H:6]([C:9]([NH:11][C@H:12]([C:17]([N:19]([C@@H:21]([CH:28]([CH3:30])[CH3:29])/[CH:22]=[C:23](/[C:25]([OH:27])=[O:26])\[CH3:24])[CH3:20])=[O:18])[C:13]([CH3:14])([CH3:15])[CH3:16])=[O:10])[NH:7][CH3:8])[CH3:38].